This data is from Peptide-MHC class II binding affinity with 134,281 pairs from IEDB. The task is: Regression. Given a peptide amino acid sequence and an MHC pseudo amino acid sequence, predict their binding affinity value. This is MHC class II binding data. (1) The peptide sequence is MRRLADQSLPPNFSC. The MHC is DRB1_0401 with pseudo-sequence DRB1_0401. The binding affinity (normalized) is 0.173. (2) The peptide sequence is AAATAGTTWYGAFAA. The MHC is HLA-DPA10103-DPB10401 with pseudo-sequence HLA-DPA10103-DPB10401. The binding affinity (normalized) is 0.198. (3) The peptide sequence is DFNGGKISVQYNLSH. The MHC is DRB1_0101 with pseudo-sequence DRB1_0101. The binding affinity (normalized) is 0.427. (4) The peptide sequence is ILNTWLVKPGAGIMI. The MHC is HLA-DPA10103-DPB10201 with pseudo-sequence HLA-DPA10103-DPB10201. The binding affinity (normalized) is 0.303. (5) The peptide sequence is IQGDFDQKLGTYEHK. The MHC is DRB1_0101 with pseudo-sequence DRB1_0101. The binding affinity (normalized) is 0.395. (6) The peptide sequence is GELQIVYKIDAAFKI. The MHC is DRB3_0202 with pseudo-sequence DRB3_0202. The binding affinity (normalized) is 0.436. (7) The peptide sequence is TISVFLHSEEGSRAY. The binding affinity (normalized) is 0.493. The MHC is HLA-DQA10201-DQB10303 with pseudo-sequence HLA-DQA10201-DQB10303. (8) The peptide sequence is SLRLSCAASGFTFSS. The MHC is DRB1_0101 with pseudo-sequence DRB1_0101. The binding affinity (normalized) is 0.745. (9) The peptide sequence is EICEVVLAKSPDTTC. The MHC is HLA-DQA10301-DQB10302 with pseudo-sequence HLA-DQA10301-DQB10302. The binding affinity (normalized) is 0.122.